The task is: Predict which catalyst facilitates the given reaction.. This data is from Catalyst prediction with 721,799 reactions and 888 catalyst types from USPTO. (1) The catalyst class is: 2. Product: [C:31]([N:8]1[C:9]2[C:4](=[CH:3][C:2]([F:1])=[CH:11][CH:10]=2)[C@H:5]([NH:14][C:15](=[O:24])[O:16][CH2:17][C:18]2[CH:23]=[CH:22][CH:21]=[CH:20][CH:19]=2)[C@@H:6]([CH3:13])[C@@H:7]1[CH3:12])(=[O:33])[CH3:32]. Reactant: [F:1][C:2]1[CH:3]=[C:4]2[C:9](=[CH:10][CH:11]=1)[NH:8][C@@H:7]([CH3:12])[C@H:6]([CH3:13])[C@H:5]2[NH:14][C:15](=[O:24])[O:16][CH2:17][C:18]1[CH:23]=[CH:22][CH:21]=[CH:20][CH:19]=1.N1C=CC=CC=1.[C:31](Cl)(=[O:33])[CH3:32]. (2) Reactant: Cl[C:2]1[C:11]2[C:6](=[CH:7][C:8]([O:14][CH3:15])=[C:9]([O:12][CH3:13])[CH:10]=2)[N:5]=[CH:4][CH:3]=1.[CH3:16][C:17]1[CH:18]=[CH:19][CH:20]=[C:21]([OH:28])[C:22]=1[C:23]([O:25][CH2:26][CH3:27])=[O:24]. Product: [CH3:13][O:12][C:9]1[CH:10]=[C:11]2[C:6](=[CH:7][C:8]=1[O:14][CH3:15])[N:5]=[CH:4][CH:3]=[C:2]2[O:28][C:21]1[CH:20]=[CH:19][CH:18]=[C:17]([CH3:16])[C:22]=1[C:23]([O:25][CH2:26][CH3:27])=[O:24]. The catalyst class is: 420. (3) The catalyst class is: 18. Product: [C:1]([C:3]1[CH:4]=[CH:5][C:6]([C:9]2[N:13]3[N:14]=[C:15]([C:18]4[CH:26]=[CH:25][C:21]([C:22]([N:58]5[CH2:63][CH2:62][CH:61]([NH:64][C:65](=[O:67])[CH3:66])[CH2:60][CH2:59]5)=[O:23])=[CH:20][CH:19]=4)[CH:16]=[CH:17][C:12]3=[N:11][CH:10]=2)=[CH:7][CH:8]=1)#[N:2]. Reactant: [C:1]([C:3]1[CH:8]=[CH:7][C:6]([C:9]2[N:13]3[N:14]=[C:15]([C:18]4[CH:26]=[CH:25][C:21]([C:22](O)=[O:23])=[CH:20][CH:19]=4)[CH:16]=[CH:17][C:12]3=[N:11][CH:10]=2)=[CH:5][CH:4]=1)#[N:2].CN(C(ON1N=NC2C=CC=NC1=2)=[N+](C)C)C.F[P-](F)(F)(F)(F)F.CN1CCOCC1.[NH:58]1[CH2:63][CH2:62][CH:61]([NH:64][C:65](=[O:67])[CH3:66])[CH2:60][CH2:59]1. (4) Product: [CH3:1][C:2]1[O:6][C:5]([CH2:7][NH:8][CH2:16][C:17]([O:19][CH2:20][C:21]2[CH:26]=[CH:25][CH:24]=[CH:23][CH:22]=2)=[O:18])=[N:4][N:3]=1. The catalyst class is: 10. Reactant: [CH3:1][C:2]1[O:6][C:5]([CH2:7][NH2:8])=[N:4][N:3]=1.C(=O)([O-])[O-].[K+].[K+].Br[CH2:16][C:17]([O:19][CH2:20][C:21]1[CH:26]=[CH:25][CH:24]=[CH:23][CH:22]=1)=[O:18]. (5) Reactant: ClC1C=CC(OC2C=CC(N[C:14](=S)[NH:15][C@@H:16]([CH2:27][C:28]3[CH:33]=[CH:32][CH:31]=[CH:30][CH:29]=3)[C:17]([NH:19][CH2:20][CH2:21][N:22]3[CH2:26][CH2:25][CH2:24][CH2:23]3)=[O:18])=CC=2)=CC=1.[F:37][C:38]1[CH:51]=[CH:50][C:41]([O:42][C:43]2[CH:48]=[CH:47][C:46]([NH2:49])=[CH:45][CH:44]=2)=[CH:40][CH:39]=1.C(N1C=CN=C1)(N1C=CN=C1)=[O:53].CCOC(C)=O. Product: [F:37][C:38]1[CH:51]=[CH:50][C:41]([O:42][C:43]2[CH:48]=[CH:47][C:46]([NH:49][C:14](=[O:53])[NH:15][C@@H:16]([CH2:27][C:28]3[CH:33]=[CH:32][CH:31]=[CH:30][CH:29]=3)[C:17]([NH:19][CH2:20][CH2:21][N:22]3[CH2:26][CH2:25][CH2:24][CH2:23]3)=[O:18])=[CH:45][CH:44]=2)=[CH:40][CH:39]=1. The catalyst class is: 20. (6) Reactant: C(N(C(C)C)C(C)C)C.[Cl:10][C:11]1[CH:19]=[CH:18][C:14]([C:15]([OH:17])=O)=[CH:13][CH:12]=1.CN(C(ON1N=NC2C=CC=CC1=2)=[N+](C)C)C.[B-](F)(F)(F)F.[CH3:42][NH:43][C@@H:44]([CH2:51][CH2:52][CH3:53])[CH2:45][N:46]1[CH2:49][CH:48]([OH:50])[CH2:47]1. Product: [Cl:10][C:11]1[CH:12]=[CH:13][C:14]([C:15]([N:43]([C@@H:44]([CH2:51][CH2:52][CH3:53])[CH2:45][N:46]2[CH2:47][CH:48]([OH:50])[CH2:49]2)[CH3:42])=[O:17])=[CH:18][CH:19]=1. The catalyst class is: 2. (7) Reactant: C(SCCNC(=O)CCNC(=O)[C@H](O)C(C)(C)COP(O)(=O)OP(O)(=O)[O:24][CH2:25][C@H:26]1O[C@@H:29]([N:31]2C3N=CN=C(N)C=3N=C2)[C@H:28]([OH:41])[C@@H:27]1OP(O)(O)=O)(=O)CCC(O)=O.C(O)C(N)(CO)C[OH:59].Cl.[Na+].[Cl-].C(N(CC(O)=O)CC(O)=O)CN(CC(O)=O)CC(O)=O. Product: [NH2:31][CH2:29][C:28](=[O:41])[CH2:27][CH2:26][C:25]([OH:24])=[O:59]. The catalyst class is: 6. (8) Reactant: [Cl:1][C:2]1[N:3]=[C:4](Cl)[C:5]2[CH:11]=[CH:10][N:9]=[C:8]([C:12]3[CH:17]=[CH:16][CH:15]=[C:14]([N+:18]([O-:20])=[O:19])[CH:13]=3)[C:6]=2[N:7]=1.[OH-:22].[Na+]. Product: [Cl:1][C:2]1[N:3]=[C:4]([OH:22])[C:5]2[CH:11]=[CH:10][N:9]=[C:8]([C:12]3[CH:17]=[CH:16][CH:15]=[C:14]([N+:18]([O-:20])=[O:19])[CH:13]=3)[C:6]=2[N:7]=1. The catalyst class is: 721. (9) Reactant: [Br:1][C:2]1[CH:7]=[C:6]([CH3:8])[C:5]([N:9]2[C:13]3=[N:14][C:15]([CH3:26])=[CH:16][C:17](OS(C(F)(F)F)(=O)=O)=[C:12]3[C:11]([CH3:27])=[CH:10]2)=[C:4]([CH3:28])[CH:3]=1.[NH:29]1[CH2:34][CH:33]=[C:32]([CH2:35][CH2:36][OH:37])[CH2:31][CH2:30]1.C(N(CC)C(C)C)(C)C.C(OCC)(=O)C. Product: [Br:1][C:2]1[CH:3]=[C:4]([CH3:28])[C:5]([N:9]2[C:13]3=[N:14][C:15]([CH3:26])=[CH:16][C:17]([N:29]4[CH2:30][CH:31]=[C:32]([CH2:35][CH2:36][OH:37])[CH2:33][CH2:34]4)=[C:12]3[C:11]([CH3:27])=[CH:10]2)=[C:6]([CH3:8])[CH:7]=1. The catalyst class is: 60. (10) Reactant: N1C(C)=CC=CC=1C.[CH2:9]([C:11]([C:30]1[CH:35]=[CH:34][C:33]([C:36]#[C:37][C:38]2([OH:43])[CH2:42][CH2:41][CH2:40][CH2:39]2)=[C:32]([CH3:44])[CH:31]=1)([C:14]1[CH:19]=[CH:18][C:17]([B:20]2[O:24][C:23]([CH3:26])([CH3:25])[C:22]([CH3:28])([CH3:27])[O:21]2)=[C:16]([CH3:29])[CH:15]=1)[CH2:12][CH3:13])[CH3:10].O([Si:53]([CH3:56])([CH3:55])[CH3:54])S(C(F)(F)F)(=O)=O.C(=O)(O)[O-].[Na+]. Product: [CH2:9]([C:11]([C:14]1[CH:19]=[CH:18][C:17]([B:20]2[O:24][C:23]([CH3:25])([CH3:26])[C:22]([CH3:27])([CH3:28])[O:21]2)=[C:16]([CH3:29])[CH:15]=1)([C:30]1[CH:35]=[CH:34][C:33]([C:36]#[C:37][C:38]2([O:43][Si:53]([CH3:56])([CH3:55])[CH3:54])[CH2:39][CH2:40][CH2:41][CH2:42]2)=[C:32]([CH3:44])[CH:31]=1)[CH2:12][CH3:13])[CH3:10]. The catalyst class is: 4.